The task is: Predict the product of the given reaction.. This data is from Forward reaction prediction with 1.9M reactions from USPTO patents (1976-2016). (1) Given the reactants [O:1]1[CH2:6][CH2:5][N:4]([CH2:7][CH2:8][NH:9][CH2:10]/[C:11](/[CH2:20][O:21][C:22]2[C:31]3[C:26](=[CH:27][CH:28]=[CH:29][CH:30]=3)[CH:25]=[CH:24][CH:23]=2)=[CH:12]/[CH2:13][CH2:14][CH2:15][CH2:16][C:17](O)=[O:18])[CH2:3][CH2:2]1.Cl.C(N=C=NCCCN(C)C)C.[O:44]1[CH2:49][CH2:48][CH2:47][CH2:46][CH:45]1[O:50][NH2:51].C(N(CC)CC)C.C(=O)([O-])[O-].[K+].[K+], predict the reaction product. The product is: [O:1]1[CH2:6][CH2:5][N:4]([CH2:7][CH2:8][NH:9][CH2:10]/[C:11](/[CH2:20][O:21][C:22]2[C:31]3[C:26](=[CH:27][CH:28]=[CH:29][CH:30]=3)[CH:25]=[CH:24][CH:23]=2)=[CH:12]/[CH2:13][CH2:14][CH2:15][CH2:16][C:17]([NH:51][O:50][CH:45]2[CH2:46][CH2:47][CH2:48][CH2:49][O:44]2)=[O:18])[CH2:3][CH2:2]1. (2) The product is: [CH2:1]([O:3][C:4](=[O:13])[C:5]1[CH:10]=[C:9]([CH3:11])[C:8]([NH:14][C:15]2[CH:16]=[N:17][C:18]([CH3:21])=[CH:19][CH:20]=2)=[N:7][CH:6]=1)[CH3:2]. Given the reactants [CH2:1]([O:3][C:4](=[O:13])[C:5]1[CH:10]=[C:9]([CH3:11])[C:8](Cl)=[N:7][CH:6]=1)[CH3:2].[NH2:14][C:15]1[CH:16]=[N:17][C:18]([CH3:21])=[CH:19][CH:20]=1.C(=O)([O-])[O-].[K+].[K+].CCOC(C)=O, predict the reaction product. (3) The product is: [F:1][C:2]1[CH:7]=[CH:6][C:5]([S:8]([C:9]2[CH:10]=[CH:11][C:12]([N:15]3[CH:19]=[C:18]([NH:20][C:21]([NH2:23])=[O:22])[C:17]([C:24](=[O:26])[NH2:25])=[N:16]3)=[CH:13][CH:14]=2)=[O:27])=[CH:4][CH:3]=1. Given the reactants [F:1][C:2]1[CH:7]=[CH:6][C:5]([S:8][C:9]2[CH:14]=[CH:13][C:12]([N:15]3[CH:19]=[C:18]([NH:20][C:21]([NH2:23])=[O:22])[C:17]([C:24](=[O:26])[NH2:25])=[N:16]3)=[CH:11][CH:10]=2)=[CH:4][CH:3]=1.[OH:27]O, predict the reaction product. (4) The product is: [Cl-:29].[Cl:29][C:27]1[CH:28]=[C:23]([CH:24]=[C:25]([Cl:30])[CH:26]=1)[O:22][C:14]1[C:13](=[O:31])[N:12]([CH2:11][C:10]2[C:5]3[C:6](=[N:7][C:2]([NH3+:1])=[CH:3][CH:4]=3)[NH:8][N:9]=2)[CH:17]=[CH:16][C:15]=1[C:18]([F:19])([F:20])[F:21]. Given the reactants [NH2:1][C:2]1[N:7]=[C:6]2[NH:8][N:9]=[C:10]([CH2:11][N:12]3[CH:17]=[CH:16][C:15]([C:18]([F:21])([F:20])[F:19])=[C:14]([O:22][C:23]4[CH:28]=[C:27]([Cl:29])[CH:26]=[C:25]([Cl:30])[CH:24]=4)[C:13]3=[O:31])[C:5]2=[CH:4][CH:3]=1.O1CCOCC1, predict the reaction product. (5) Given the reactants [Cl:1][C:2]1[CH:3]=[C:4]([CH:8]([CH2:10][C:11]([OH:13])=[O:12])[NH2:9])[CH:5]=[CH:6][CH:7]=1.C(N(CC)CC)C.[C:21]1([CH2:27][C:28](Cl)=[O:29])[CH:26]=[CH:25][CH:24]=[CH:23][CH:22]=1, predict the reaction product. The product is: [C:21]1([CH2:27][C:28]([NH:9][CH:8]([C:4]2[CH:5]=[CH:6][CH:7]=[C:2]([Cl:1])[CH:3]=2)[CH2:10][C:11]([OH:13])=[O:12])=[O:29])[CH:26]=[CH:25][CH:24]=[CH:23][CH:22]=1. (6) Given the reactants Cl.[CH3:2][O:3][C:4]1[CH:5]=[C:6]([CH:11]=[CH:12][C:13]=1[C:14]1[O:18][C:17]([CH3:19])=[N:16][CH:15]=1)[C:7]([NH:9][NH2:10])=[O:8].[Cl:20][CH2:21][CH2:22][CH2:23][CH:24]([C:28]1[CH:33]=[CH:32][CH:31]=[C:30]([Cl:34])[C:29]=1[Cl:35])[C:25](O)=O.C(N(CC)CC)C.CN(C(ON1N=NC2C=CC=NC1=2)=[N+](C)C)C.F[P-](F)(F)(F)(F)F.C(Cl)(Cl)(Cl)Cl.C1(P(C2C=CC=CC=2)C2C=CC=CC=2)C=CC=CC=1, predict the reaction product. The product is: [Cl:20][CH2:21][CH2:22][CH2:23][CH:24]([C:25]1[O:8][C:7]([C:6]2[CH:11]=[CH:12][C:13]([C:14]3[O:18][C:17]([CH3:19])=[N:16][CH:15]=3)=[C:4]([O:3][CH3:2])[CH:5]=2)=[N:9][N:10]=1)[C:28]1[CH:33]=[CH:32][CH:31]=[C:30]([Cl:34])[C:29]=1[Cl:35].